From a dataset of Forward reaction prediction with 1.9M reactions from USPTO patents (1976-2016). Predict the product of the given reaction. (1) Given the reactants [F:1][C:2]1[CH:7]=[C:6]([F:8])[CH:5]=[CH:4][C:3]=1[C@@H:9]1[CH2:13][NH:12][CH2:11][C@H:10]1[C:14]([O:16][CH3:17])=[O:15].C(N(CC)C(C)C)(C)C.Cl[C:28]1[CH:33]=[CH:32][C:31]([C:34]#[N:35])=[CH:30][N:29]=1, predict the reaction product. The product is: [C:34]([C:31]1[CH:32]=[CH:33][C:28]([N:12]2[CH2:13][C@@H:9]([C:3]3[CH:4]=[CH:5][C:6]([F:8])=[CH:7][C:2]=3[F:1])[C@H:10]([C:14]([O:16][CH3:17])=[O:15])[CH2:11]2)=[N:29][CH:30]=1)#[N:35]. (2) Given the reactants Cl[SiH:2]1[N:6]([C:7]([CH3:10])([CH3:9])[CH3:8])[CH:5]=[CH:4][N:3]1[C:11]([CH3:14])([CH3:13])[CH3:12].[CH:15]([NH2:18])([CH3:17])[CH3:16], predict the reaction product. The product is: [C:11]([N:3]1[CH:4]=[CH:5][N:6]([C:7]([CH3:10])([CH3:9])[CH3:8])[SiH:2]1[NH:18][CH:15]([CH3:17])[CH3:16])([CH3:14])([CH3:13])[CH3:12]. (3) Given the reactants [Cl:1][C:2]1[CH:7]=[CH:6][C:5]([C:8]2[C:9]([O:17][CH2:18][C:19]([F:22])([F:21])[F:20])=[N:10][CH:11]=[C:12]([CH:16]=2)[C:13](O)=[O:14])=[CH:4][CH:3]=1.[Cl:23][C:24]1[C:25]([CH2:30][NH2:31])=[N:26][N:27]([CH3:29])[CH:28]=1, predict the reaction product. The product is: [Cl:23][C:24]1[C:25]([CH2:30][NH:31][C:13](=[O:14])[C:12]2[CH:16]=[C:8]([C:5]3[CH:6]=[CH:7][C:2]([Cl:1])=[CH:3][CH:4]=3)[C:9]([O:17][CH2:18][C:19]([F:22])([F:21])[F:20])=[N:10][CH:11]=2)=[N:26][N:27]([CH3:29])[CH:28]=1. (4) The product is: [CH3:22][C:6]1[CH:5]=[CH:4][C:3]([NH:2][CH2:31][C:32]2[CH:37]=[CH:36][CH:35]=[C:34]([N+:38]([O-:40])=[O:39])[CH:33]=2)=[CH:8][C:7]=1[NH:9][C:10]([C:12]1[CH:13]=[C:14]2[C:19](=[CH:20][CH:21]=1)[N:18]=[CH:17][CH:16]=[N:15]2)=[O:11]. Given the reactants Cl.[NH2:2][C:3]1[CH:4]=[CH:5][C:6]([CH3:22])=[C:7]([NH:9][C:10]([C:12]2[CH:13]=[C:14]3[C:19](=[CH:20][CH:21]=2)[N:18]=[CH:17][CH:16]=[N:15]3)=[O:11])[CH:8]=1.C(N(CC)CC)C.Br[CH2:31][C:32]1[CH:37]=[CH:36][CH:35]=[C:34]([N+:38]([O-:40])=[O:39])[CH:33]=1, predict the reaction product.